This data is from Peptide-MHC class II binding affinity with 134,281 pairs from IEDB. The task is: Regression. Given a peptide amino acid sequence and an MHC pseudo amino acid sequence, predict their binding affinity value. This is MHC class II binding data. The peptide sequence is GAYFVSSGKYEGGNI. The MHC is DRB1_1501 with pseudo-sequence DRB1_1501. The binding affinity (normalized) is 0.374.